This data is from Reaction yield outcomes from USPTO patents with 853,638 reactions. The task is: Predict the reaction yield, written as a fraction of the theoretical maximum amount of product (1.0 means a 100% yield; for example, 0.34 means a 34% yield). (1) The reactants are Br[C:2]1[CH:7]=[C:6]2[NH:8][C:9](=[O:16])[C:10]3([CH2:15][CH2:14][O:13][CH2:12][CH2:11]3)[C:5]2=[CH:4][CH:3]=1.[B:17]1([B:17]2[O:21][C:20]([CH3:23])([CH3:22])[C:19]([CH3:25])([CH3:24])[O:18]2)[O:21][C:20]([CH3:23])([CH3:22])[C:19]([CH3:25])([CH3:24])[O:18]1.C([O-])(=O)C.[K+].CS(C)=O. The catalyst is C(OCC)(=O)C. The product is [CH3:24][C:19]1([CH3:25])[C:20]([CH3:23])([CH3:22])[O:21][B:17]([C:2]2[CH:7]=[C:6]3[NH:8][C:9](=[O:16])[C:10]4([CH2:15][CH2:14][O:13][CH2:12][CH2:11]4)[C:5]3=[CH:4][CH:3]=2)[O:18]1. The yield is 1.00. (2) The reactants are [CH2:1]([NH:5][C@H:6]([C:8]1[CH:13]=[CH:12][CH:11]=[CH:10][CH:9]=1)[CH3:7])[CH2:2][CH:3]=[CH2:4].C([O-])([O-])=O.[K+].[K+].[CH2:20]([O:22][C:23](=[O:26])[CH2:24]Br)[CH3:21]. The catalyst is CN(C=O)C.CCOCC. The product is [CH2:20]([O:22][C:23](=[O:26])[CH2:24][N:5]([CH2:1][CH2:2][CH:3]=[CH2:4])[C@H:6]([C:8]1[CH:9]=[CH:10][CH:11]=[CH:12][CH:13]=1)[CH3:7])[CH3:21]. The yield is 0.945. (3) The catalyst is P([O-])([O-])([O-])=O.[K+].[K+].[K+].C1C=CC([P]([Pd]([P](C2C=CC=CC=2)(C2C=CC=CC=2)C2C=CC=CC=2)([P](C2C=CC=CC=2)(C2C=CC=CC=2)C2C=CC=CC=2)[P](C2C=CC=CC=2)(C2C=CC=CC=2)C2C=CC=CC=2)(C2C=CC=CC=2)C2C=CC=CC=2)=CC=1. The reactants are CC1(C)C(C)(C)OB([C:9]2[CH:14]=[CH:13][C:12]([CH:15]=[CH:16][C:17]([O:19][CH2:20][CH3:21])=[O:18])=[CH:11][CH:10]=2)O1.Br[C:24]1[N:29]=[C:28]([N:30]([CH3:38])C(=O)OC(C)(C)C)[CH:27]=[CH:26][CH:25]=1.[OH2:39].CN(C)[CH:42]=[O:43]. The yield is 0.640. The product is [C:12]([O:39][C:42]([CH2:38][NH:30][C:28]1[N:29]=[C:24]([C:9]2[CH:10]=[CH:11][C:12]([CH:15]=[CH:16][C:17]([O:19][CH2:20][CH3:21])=[O:18])=[CH:13][CH:14]=2)[CH:25]=[CH:26][CH:27]=1)=[O:43])([CH3:15])([CH3:13])[CH3:11]. (4) The reactants are [C:1]([O:5][C:6](=[O:28])[NH:7][CH2:8][CH2:9][CH:10]([N:12]1[CH2:17][CH2:16][CH:15]([NH:18][CH2:19][C:20]2[CH:25]=[CH:24][CH:23]=[C:22]([C:26]#[N:27])[N:21]=2)[CH2:14][CH2:13]1)[CH3:11])([CH3:4])([CH3:3])[CH3:2].[CH2:29]([N:31]=[C:32]=[O:33])[CH3:30]. The catalyst is ClCCCl. The product is [C:1]([O:5][C:6](=[O:28])[NH:7][CH2:8][CH2:9][CH:10]([N:12]1[CH2:13][CH2:14][CH:15]([N:18]([CH2:19][C:20]2[CH:25]=[CH:24][CH:23]=[C:22]([C:26]#[N:27])[N:21]=2)[C:32]([NH:31][CH2:29][CH3:30])=[O:33])[CH2:16][CH2:17]1)[CH3:11])([CH3:2])([CH3:3])[CH3:4]. The yield is 0.950. (5) The reactants are Br[C:2]1[CH:3]=[CH:4][C:5]([C:8]([C:18]2[CH:19]=[N:20][CH:21]=[N:22][CH:23]=2)([OH:17])[CH2:9][C:10]2[CH:15]=[CH:14][CH:13]=[C:12]([F:16])[CH:11]=2)=[N:6][CH:7]=1.[F:24][C:25]([F:37])([F:36])[O:26][C:27]1[CH:32]=[CH:31][C:30](B(O)O)=[CH:29][CH:28]=1. No catalyst specified. The product is [F:16][C:12]1[CH:11]=[C:10]([CH2:9][C:8]([C:18]2[CH:19]=[N:20][CH:21]=[N:22][CH:23]=2)([C:5]2[CH:4]=[CH:3][C:2]([C:30]3[CH:29]=[CH:28][C:27]([O:26][C:25]([F:24])([F:36])[F:37])=[CH:32][CH:31]=3)=[CH:7][N:6]=2)[OH:17])[CH:15]=[CH:14][CH:13]=1. The yield is 0.640. (6) The yield is 0.380. The catalyst is C(#N)C.CN(C)C1C=CN=CC=1.C(OCC)(=O)C. The reactants are [Cl:1][C:2]1[C:3]([O:12][C:13]2[CH:18]=[C:17]([O:19][CH:20]([CH2:25][O:26][CH2:27][CH3:28])[CH2:21][O:22][CH2:23][CH3:24])[CH:16]=[CH:15][C:14]=2/[CH:29]=[CH:30]/[C:31]([OH:33])=O)=[N:4][CH:5]=[C:6]([C:8]([F:11])([F:10])[F:9])[CH:7]=1.Cl.C(N=C=NCCCN(C)C)C.[CH2:46]([S:51]([NH2:54])(=[O:53])=[O:52])[CH2:47][CH2:48][CH2:49][CH3:50].Cl. The product is [Cl:1][C:2]1[C:3]([O:12][C:13]2[CH:18]=[C:17]([O:19][CH:20]([CH2:21][O:22][CH2:23][CH3:24])[CH2:25][O:26][CH2:27][CH3:28])[CH:16]=[CH:15][C:14]=2/[CH:29]=[CH:30]/[C:31]([NH:54][S:51]([CH2:46][CH2:47][CH2:48][CH2:49][CH3:50])(=[O:53])=[O:52])=[O:33])=[N:4][CH:5]=[C:6]([C:8]([F:11])([F:10])[F:9])[CH:7]=1. (7) The reactants are [CH3:1][N:2]([CH3:29])[C:3]([C:5]1[CH:10]=[CH:9][C:8]([NH:11][C:12]2[C:13]([C:26]([OH:28])=[O:27])=[N:14][CH:15]=[C:16]([CH2:18][C:19]3[CH:24]=[CH:23][C:22]([F:25])=[CH:21][CH:20]=3)[CH:17]=2)=[CH:7][CH:6]=1)=[O:4].CO.[CH3:32][Si](C=[N+]=[N-])(C)C.CO.ClCCl. The catalyst is C(#N)C. The product is [CH3:29][N:2]([CH3:1])[C:3]([C:5]1[CH:10]=[CH:9][C:8]([NH:11][C:12]2[C:13]([C:26]([O:28][CH3:32])=[O:27])=[N:14][CH:15]=[C:16]([CH2:18][C:19]3[CH:24]=[CH:23][C:22]([F:25])=[CH:21][CH:20]=3)[CH:17]=2)=[CH:7][CH:6]=1)=[O:4]. The yield is 0.490.